This data is from Acute oral toxicity (LD50) regression data from Zhu et al.. The task is: Regression/Classification. Given a drug SMILES string, predict its toxicity properties. Task type varies by dataset: regression for continuous values (e.g., LD50, hERG inhibition percentage) or binary classification for toxic/non-toxic outcomes (e.g., AMES mutagenicity, cardiotoxicity, hepatotoxicity). Dataset: ld50_zhu. (1) The molecule is CCOC(=O)C=Cc1ccc2c(c1)OCO2. The rat oral LD50 is 2.37, given as -log10 of the dose in mol/kg body weight (higher means more acutely toxic). (2) The drug is O=C=Nc1ccc(Cl)c(Cl)c1. The rat oral LD50 is 3.31, given as -log10 of the dose in mol/kg body weight (higher means more acutely toxic). (3) The drug is O=c1n(CCCN2CCN(c3cccc(Cl)c3)CC2)nc2ccccn12. The rat oral LD50 is 2.73, given as -log10 of the dose in mol/kg body weight (higher means more acutely toxic). (4) The molecule is ON=CC=NO. The rat oral LD50 is 2.87, given as -log10 of the dose in mol/kg body weight (higher means more acutely toxic). (5) The compound is CC(=O)CO. The rat oral LD50 is 1.53, given as -log10 of the dose in mol/kg body weight (higher means more acutely toxic). (6) The drug is COC(=O)Nc1ccc(S(=O)(=O)NN)cc1. The rat oral LD50 is 2.85, given as -log10 of the dose in mol/kg body weight (higher means more acutely toxic). (7) The molecule is BrC(Br)Br. The rat oral LD50 is 2.34, given as -log10 of the dose in mol/kg body weight (higher means more acutely toxic).